From a dataset of CYP2C19 inhibition data for predicting drug metabolism from PubChem BioAssay. Regression/Classification. Given a drug SMILES string, predict its absorption, distribution, metabolism, or excretion properties. Task type varies by dataset: regression for continuous measurements (e.g., permeability, clearance, half-life) or binary classification for categorical outcomes (e.g., BBB penetration, CYP inhibition). Dataset: cyp2c19_veith. (1) The molecule is Cc1noc(C)c1C(=O)OCC(=O)NC(c1ccccc1)c1ccccc1. The result is 1 (inhibitor). (2) The molecule is Clc1ccc(Cc2nc(-c3cccnc3)no2)cc1. The result is 1 (inhibitor).